This data is from Catalyst prediction with 721,799 reactions and 888 catalyst types from USPTO. The task is: Predict which catalyst facilitates the given reaction. (1) Reactant: [CH2:1]([NH:3][C:4]([NH:6][C:7]1[S:8][C:9]2[C:15]([C:16]3[CH:21]=[CH:20][CH:19]=[CH:18][N:17]=3)=[CH:14][C:13]([OH:22])=[CH:12][C:10]=2[N:11]=1)=[O:5])[CH3:2].C1C=CC(N([S:30]([C:33]([F:36])([F:35])[F:34])(=[O:32])=[O:31])[S:30]([C:33]([F:36])([F:35])[F:34])(=[O:32])=[O:31])=CC=1.CCN(C(C)C)C(C)C.CCOCC. Product: [CH2:1]([NH:3][C:4]([NH:6][C:7]1[S:8][C:9]2[C:15]([C:16]3[CH:21]=[CH:20][CH:19]=[CH:18][N:17]=3)=[CH:14][C:13]([O:22][S:30]([C:33]([F:36])([F:35])[F:34])(=[O:32])=[O:31])=[CH:12][C:10]=2[N:11]=1)=[O:5])[CH3:2]. The catalyst class is: 3. (2) Reactant: [NH2:1][CH:2]1[CH2:16][CH2:15][N:14]2[C:5](=[N:6][C:7]3[C:12]([C:13]2=[O:17])=[CH:11][CH:10]=[C:9]([C:18]#[C:19][C:20]2[CH:25]=[CH:24][CH:23]=[C:22]([F:26])[CH:21]=2)[CH:8]=3)[CH2:4][CH2:3]1.C([O-])([O-])=O.[Na+].[Na+].[CH3:33][C:34]([O:37][C:38](O[C:38]([O:37][C:34]([CH3:36])([CH3:35])[CH3:33])=[O:39])=[O:39])([CH3:36])[CH3:35]. Product: [F:26][C:22]1[CH:21]=[C:20]([C:19]#[C:18][C:9]2[CH:8]=[C:7]3[C:12]([C:13](=[O:17])[N:14]4[CH2:15][CH2:16][CH:2]([NH:1][C:38](=[O:39])[O:37][C:34]([CH3:36])([CH3:35])[CH3:33])[CH2:3][CH2:4][C:5]4=[N:6]3)=[CH:11][CH:10]=2)[CH:25]=[CH:24][CH:23]=1. The catalyst class is: 13. (3) Reactant: [F:1][C:2]([F:33])([F:32])[C:3]1[CH:4]=[C:5]([NH:9][C:10]([N:12]2[CH2:18][CH2:17][CH2:16][CH2:15][C:14]3[CH:19]=[C:20]([O:23][C:24]4[CH:29]=[C:28](Cl)[N:27]=[C:26]([NH2:31])[N:25]=4)[CH:21]=[CH:22][C:13]2=3)=[O:11])[CH:6]=[CH:7][CH:8]=1.CCCCCC.CCOC(C)=O. Product: [F:32][C:2]([F:1])([F:33])[C:3]1[CH:4]=[C:5]([NH:9][C:10]([N:12]2[CH2:18][CH2:17][CH2:16][CH2:15][C:14]3[CH:19]=[C:20]([O:23][C:24]4[CH:29]=[CH:28][N:27]=[C:26]([NH2:31])[N:25]=4)[CH:21]=[CH:22][C:13]2=3)=[O:11])[CH:6]=[CH:7][CH:8]=1. The catalyst class is: 19. (4) Reactant: [Na].Cl.[C:3]([NH2:6])(=[NH:5])[CH3:4].C([O:9][CH:10]=[C:11]([C:17](OCC)=O)[C:12]([O:14][CH2:15][CH3:16])=[O:13])C.C(N(CC)CC)C. Product: [CH3:4][C:3]1[NH:5][C:10](=[O:9])[C:11]([C:12]([O:14][CH2:15][CH3:16])=[O:13])=[CH:17][N:6]=1. The catalyst class is: 8. (5) Reactant: [Cl:1][C:2]1[CH:3]=[C:4]([C:9]2([CH2:23][O:24]C3C=CC(OC)=CC=3)[CH2:15][N:14]([C:16]([O:18][C:19]([CH3:22])([CH3:21])[CH3:20])=[O:17])[CH2:13][CH2:12][CH2:11][O:10]2)[CH:5]=[CH:6][C:7]=1[Cl:8]. Product: [Cl:1][C:2]1[CH:3]=[C:4]([C:9]2([CH2:23][OH:24])[CH2:15][N:14]([C:16]([O:18][C:19]([CH3:20])([CH3:21])[CH3:22])=[O:17])[CH2:13][CH2:12][CH2:11][O:10]2)[CH:5]=[CH:6][C:7]=1[Cl:8]. The catalyst class is: 47. (6) Reactant: [OH-].[Na+].[CH3:3][CH:4]([O:6][C:7]1[N:12]=[CH:11][C:10]([C:13]2[O:17][N:16]=[C:15]([C:18]3[CH:26]=[C:25]4[C:21]([C:22]([CH2:27][CH2:28][C:29]([O-:31])=[O:30])=[CH:23][NH:24]4)=[CH:20][CH:19]=3)[N:14]=2)=[CH:9][C:8]=1[O:32][CH3:33])[CH3:5].Cl. Product: [CH3:5][CH:4]([O:6][C:7]1[N:12]=[CH:11][C:10]([C:13]2[O:17][N:16]=[C:15]([C:18]3[CH:26]=[C:25]4[C:21]([C:22]([CH2:27][CH2:28][C:29]([OH:31])=[O:30])=[CH:23][NH:24]4)=[CH:20][CH:19]=3)[N:14]=2)=[CH:9][C:8]=1[O:32][CH3:33])[CH3:3]. The catalyst class is: 20. (7) Product: [CH:37]1(/[CH:36]=[C:35](\[C:42]2[CH:47]=[CH:46][C:45]([S:48]([CH:51]3[CH2:53][CH2:52]3)(=[O:50])=[O:49])=[CH:44][CH:43]=2)/[C:34]([NH:33][C:30]2[S:31][CH:32]=[C:28]([C@H:17]([OH:16])[CH2:18][OH:19])[N:29]=2)=[O:54])[CH2:41][CH2:40][CH2:39][CH2:38]1. The catalyst class is: 8. Reactant: [OH-].[Na+].C1COCC1.C([O:16][C@@H:17]([C:28]1[N:29]=[C:30]([NH:33][C:34](=[O:54])/[C:35](/[C:42]2[CH:47]=[CH:46][C:45]([S:48]([CH:51]3[CH2:53][CH2:52]3)(=[O:50])=[O:49])=[CH:44][CH:43]=2)=[CH:36]/[CH:37]2[CH2:41][CH2:40][CH2:39][CH2:38]2)[S:31][CH:32]=1)[CH2:18][O:19]C(=O)C1C=CC=CC=1)(=O)C1C=CC=CC=1.